This data is from Catalyst prediction with 721,799 reactions and 888 catalyst types from USPTO. The task is: Predict which catalyst facilitates the given reaction. (1) Reactant: [F:1][CH2:2][CH:3]1[CH2:8][N:7]([C:9]2[CH:10]=[N:11][C:12]([N+:15]([O-])=O)=[CH:13][CH:14]=2)[CH2:6][CH2:5][N:4]1[CH3:18]. Product: [F:1][CH2:2][CH:3]1[N:4]([CH3:18])[CH2:5][CH2:6][N:7]([C:9]2[CH:14]=[CH:13][C:12]([NH2:15])=[N:11][CH:10]=2)[CH2:8]1. The catalyst class is: 43. (2) Reactant: [H-].[Al+3].[Li+].[H-].[H-].[H-].[NH2:7][C:8]1[N:18]=[CH:17][CH:16]=[CH:15][C:9]=1[C:10](OCC)=[O:11]. Product: [NH2:7][C:8]1[C:9]([CH2:10][OH:11])=[CH:15][CH:16]=[CH:17][N:18]=1. The catalyst class is: 27. (3) Reactant: [C:1]([C:3]1[C:4](=[NH:19])[O:5][C:6]2[C:11]([C:12]=1[C:13]1[CH:18]=[CH:17][CH:16]=[CH:15][CH:14]=1)=[CH:10][CH:9]=[CH:8][CH:7]=2)#[N:2].OC1C=CC=CC=1C(C1C=CC=CC=1)=O.C(#N)CC#N.N1CCCCC1. The catalyst class is: 8. Product: [NH2:19][C:4]1[O:5][C:6]2[C:11]([CH:12]([C:13]3[CH:18]=[CH:17][CH:16]=[CH:15][CH:14]=3)[C:3]=1[C:1]#[N:2])=[CH:10][CH:9]=[CH:8][CH:7]=2. (4) Reactant: [CH2:1]([N:8]1[CH2:13][CH2:12][C:11]([C:14]2[CH:19]=[CH:18][C:17]([N:20]3[CH2:24][C@H:23](CO)[O:22][C:21]3=[O:27])=[CH:16][C:15]=2[F:28])=[CH:10][CH2:9]1)[C:2]1[CH:7]=[CH:6][CH:5]=[CH:4][CH:3]=1.[O:29]1[CH:33]=[CH:32][NH:31][C:30]1=[O:34].[CH2:35](P(CCCC)CCCC)CCC.N(C(N1CCCCC1)=O)=NC(N1CCCCC1)=O. Product: [CH2:1]([N:8]1[CH2:13][CH2:12][C:11]([C:14]2[CH:19]=[CH:18][C:17]([N:20]3[CH2:24][C@H:23]([CH2:35][N:31]4[CH:32]=[CH:33][O:29][C:30]4=[O:34])[O:22][C:21]3=[O:27])=[CH:16][C:15]=2[F:28])=[CH:10][CH2:9]1)[C:2]1[CH:3]=[CH:4][CH:5]=[CH:6][CH:7]=1. The catalyst class is: 7. (5) Reactant: [CH3:1][C:2]1[N:7]=[C:6]2[N:8]([C:11]3[C:16]([CH3:17])=[CH:15][C:14]([CH3:18])=[CH:13][C:12]=3[CH3:19])[CH:9]=[N:10][C:5]2=[C:4]([NH:20][C:21](=O)[CH2:22][Cl:23])[CH:3]=1. Product: [Cl:23][CH2:22][CH2:21][NH:20][C:4]1[CH:3]=[C:2]([CH3:1])[N:7]=[C:6]2[N:8]([C:11]3[C:16]([CH3:17])=[CH:15][C:14]([CH3:18])=[CH:13][C:12]=3[CH3:19])[CH:9]=[N:10][C:5]=12. The catalyst class is: 1. (6) Reactant: [C:1]([O:5][C:6]([N:8]1[CH2:12][CH2:11][CH2:10][C@H:9]1[CH2:13][NH:14][C:15]1[CH:20]=[CH:19][C:18](Br)=[CH:17][C:16]=1[O:22][C:23]1[CH:28]=[CH:27][C:26]([O:29][CH3:30])=[CH:25][CH:24]=1)=[O:7])([CH3:4])([CH3:3])[CH3:2].[CH3:31][N:32](C=O)C. Product: [C:1]([O:5][C:6]([N:8]1[CH2:12][CH2:11][CH2:10][C@H:9]1[CH2:13][NH:14][C:15]1[CH:20]=[CH:19][C:18]([C:31]#[N:32])=[CH:17][C:16]=1[O:22][C:23]1[CH:28]=[CH:27][C:26]([O:29][CH3:30])=[CH:25][CH:24]=1)=[O:7])([CH3:4])([CH3:3])[CH3:2]. The catalyst class is: 267.